Dataset: Forward reaction prediction with 1.9M reactions from USPTO patents (1976-2016). Task: Predict the product of the given reaction. (1) Given the reactants [H-].[Na+].P([CH2:7][C:8]([O:10][CH2:11][CH3:12])=[O:9])(O)(O)=O.[Br:13][C:14]1[C:19]([CH3:20])=[CH:18][N:17]=[C:16]([CH:21]=O)[CH:15]=1.O, predict the reaction product. The product is: [Br:13][C:14]1[C:19]([CH3:20])=[CH:18][N:17]=[C:16](/[CH:21]=[CH:7]/[C:8]([O:10][CH2:11][CH3:12])=[O:9])[CH:15]=1. (2) Given the reactants C(=O)([O-])[O-].[K+].[K+].[CH2:7]([O:9][C:10]([C:12]1([CH2:18][O:19][CH3:20])[CH2:17][CH2:16][NH:15][CH2:14][CH2:13]1)=[O:11])[CH3:8].[Cl:21][C:22]1[CH:23]=[C:24]([C:33]2[O:37][N:36]=[C:35]([C:38]3[CH:43]=[CH:42][C:41]([CH2:44]Cl)=[CH:40][CH:39]=3)[N:34]=2)[CH:25]=[CH:26][C:27]=1[CH:28]1[CH2:32][CH2:31][CH2:30][CH2:29]1, predict the reaction product. The product is: [CH2:7]([O:9][C:10]([C:12]1([CH2:18][O:19][CH3:20])[CH2:13][CH2:14][N:15]([CH2:44][C:41]2[CH:40]=[CH:39][C:38]([C:35]3[N:34]=[C:33]([C:24]4[CH:25]=[CH:26][C:27]([CH:28]5[CH2:32][CH2:31][CH2:30][CH2:29]5)=[C:22]([Cl:21])[CH:23]=4)[O:37][N:36]=3)=[CH:43][CH:42]=2)[CH2:16][CH2:17]1)=[O:11])[CH3:8]. (3) Given the reactants [CH3:1][CH2:2][C@@:3]1([OH:31])[C:8](=[O:9])[O:7][CH2:6][C:5]2[C:10]([N:12]3[C:29](=[CH:30][C:4]1=2)[C:28]1[N:27]=[C:17]2[CH:18]=[CH:19][C:20]([OH:26])=[C:21]([CH2:22][N:23]([CH3:25])[CH3:24])[C:16]2=[CH:15][C:14]=1[CH2:13]3)=[O:11].[ClH:32], predict the reaction product. The product is: [CH3:1][CH2:2][C@@:3]1([OH:31])[C:8](=[O:9])[O:7][CH2:6][C:5]2[C:10]([N:12]3[C:29](=[CH:30][C:4]1=2)[C:28]1[N:27]=[C:17]2[CH:18]=[CH:19][C:20]([OH:26])=[C:21]([CH2:22][N:23]([CH3:24])[CH3:25])[C:16]2=[CH:15][C:14]=1[CH2:13]3)=[O:11].[ClH:32]. (4) Given the reactants [CH3:1][C:2]1[CH:7]=[CH:6][CH:5]=[C:4]([C:8]#[C:9][CH:10]=[C:11]2[CH2:16][CH2:15][NH:14][CH2:13][CH2:12]2)[N:3]=1.[C:17]1([NH:23][C:24]([C:26]2[O:27][C:28](Br)=[CH:29][CH:30]=2)=[O:25])[CH:22]=[CH:21][CH:20]=[CH:19][CH:18]=1, predict the reaction product. The product is: [CH3:1][C:2]1[N:3]=[C:4]([C:8]#[C:9][CH:10]=[C:11]2[CH2:12][CH2:13][N:14]([C:28]3[O:27][C:26]([C:24]([NH:23][C:17]4[CH:22]=[CH:21][CH:20]=[CH:19][CH:18]=4)=[O:25])=[CH:30][CH:29]=3)[CH2:15][CH2:16]2)[CH:5]=[CH:6][CH:7]=1.